This data is from Experimentally validated miRNA-target interactions with 360,000+ pairs, plus equal number of negative samples. The task is: Binary Classification. Given a miRNA mature sequence and a target amino acid sequence, predict their likelihood of interaction. (1) The miRNA is mmu-miR-216a-5p with sequence UAAUCUCAGCUGGCAACUGUGA. The protein sequence of the target gene is MSIHIVALGNEGDTFHQDNRPSGLIRTYLGRSPLVSGDESSLLLNAASTVARPVFTEYQASAFGNVKLVVHDCPVWDIFDSDWYTSRNLIGGADIIVIKYNVNDKFSFHEVKDNYIPVIKRASNSVPVIIAAVGTRQNEELPCTCPLCTSDRGSCVTTTEGIQLAKELGATYLELHSLDDFYIGKYFGGVLEYFMIQALNQKTSEKMKKRKMTSSFHGIRPPQLEQPEKMPVLKAEASHYHSDLNNLLLCCQCVDVVFYHPEVTGVVEAHKIVLCSVSHVFMLLFNVKSPADIQDSSIIR.... Result: 0 (no interaction). (2) The miRNA is hsa-miR-3192-3p with sequence CUCUGAUCGCCCUCUCAGCUC. The protein sequence of the target gene is MKDIDMGKEYIIPSPGYRSDRDRSAVPGQHRDPEEPRFRRTRSLECQDALETAARVEGLSLDISVHSHLQILDEEHSKGKYHHGLSVLKPFRTTTKHQHPVDNAGLFSYMTFSWLSPLARVVHKKGELLMEDVWPLSKYESSDVNSRRLERLWQEELNEVGPDAASLRRVVWIFCRTRLILSIVCLMITQLAGFSGPAFVVKHLLEYTQATESNLQYSLLLVLGLLLTEVVRSWSLALTWALNYRTGVRLRGAILTMAFKKILKLKNIKEKSLGELINICSNDGQRMFEAAAVGSLLAGG.... Result: 0 (no interaction). (3) The miRNA is hsa-miR-6511a-5p with sequence CAGGCAGAAGUGGGGCUGACAGG. The protein sequence of the target gene is MEEFRRSYSRLCRESGAEPQEAVLQQLHQLPRGRLDLATQSLTVETCRALGKLLPRETLCTELVLSDCMLSEEGATLLLRGLCANTVLRFLDLKGNNLRAAGAEALGKLLQQNKSIQSLTLEWNSLGTWDDAFATFCGGLAANGALQRLDLRNNQISHKGAEELALALKGNTTLQQLDLRWNNVGLLGGRALMNCLPSNRTLWRLDLAGNNIPGDVLRAVEQAMGHSQDRLTTFQENQARTHVLSKEVQHLREEKSKQFLDLMETIDKQREEMAKSSRASAARVGQLQEALNERHSIINA.... Result: 0 (no interaction). (4) The miRNA is hsa-miR-569 with sequence AGUUAAUGAAUCCUGGAAAGU. The protein sequence of the target gene is MDRVTRYPILGIPQAHRGTGLVLDGDTSYTYHLVCMGPEASGWGQDEPQTWPTDHRAQQGVQRQGVSYSVHAYTGQPSPRGLHSENREDEGWQVYRLGARDAHQGRPTWALRPEDGEDKEMKTYRLDAGDADPRRLCDLERERWAVIQGQAVRKSSTVATLQGTPDHGDPRTPGPPRSTPLEENVVDREQIDFLAARQQFLSLEQANKGAPHSSPARGTPAGTTPGASQAPKAFNKPHLANGHVVPIKPQVKGVVREENKVRAVPTWASVQVVDDPGSLASVESPGTPKETPIEREIRLA.... Result: 0 (no interaction). (5) The miRNA is hsa-miR-24-1-5p with sequence UGCCUACUGAGCUGAUAUCAGU. The protein sequence of the target gene is MEPPDAPAQARGAPRLLLLAVLLAAHPDAQAEVRLSVPPLVEVMRGKSVILDCTPTGTHDHYMLEWFLTDRSGARPRLASAEMQGSELQVTMHDTRGRSPPYQLDSQGRLVLAEAQVGDERDYVCVVRAGAAGTAEATARLNVFAKPEATEVSPNKGTLSVMEDSAQEIATCNSRNGNPAPKITWYRNGQRLEVPVEMNPEGYMTSRTVREASGLLSLTSTLYLRLRKDDRDASFHCAAHYSLPEGRHGRLDSPTFHLTLHYPTEHVQFWVGSPSTPAGWVREGDTVQLLCRGDGSPSPE.... Result: 0 (no interaction).